Task: Predict the product of the given reaction.. Dataset: Forward reaction prediction with 1.9M reactions from USPTO patents (1976-2016) (1) Given the reactants [Br:1][C:2]1[CH:10]=[CH:9][CH:8]=[CH:7][C:3]=1[CH2:4][CH2:5][NH2:6].[C:11]([O:14][CH2:15][C:16](O)=[O:17])(=[O:13])[CH3:12].CN(C(ON1N=NC2C=CC=NC1=2)=[N+](C)C)C.F[P-](F)(F)(F)(F)F.CCN(C(C)C)C(C)C, predict the reaction product. The product is: [C:11]([O:14][CH2:15][C:16]([NH:6][CH2:5][CH2:4][C:3]1[CH:7]=[CH:8][CH:9]=[CH:10][C:2]=1[Br:1])=[O:17])(=[O:13])[CH3:12]. (2) Given the reactants C(O[C:4](=[O:16])[CH:5](Br)[C:6]1[CH:11]=[CH:10][C:9]([N+:12]([O-:14])=[O:13])=[CH:8][CH:7]=1)C.[NH:17]1[C:26]2[C:21](=[CH:22][CH:23]=[CH:24][CH:25]=2)[CH2:20][NH:19][C:18]1=[S:27], predict the reaction product. The product is: [N+:12]([C:9]1[CH:8]=[CH:7][C:6]([CH:5]2[S:27][C:18]3=[N:17][C:26]4[C:21]([CH2:20][N:19]3[C:4]2=[O:16])=[CH:22][CH:23]=[CH:24][CH:25]=4)=[CH:11][CH:10]=1)([O-:14])=[O:13]. (3) Given the reactants [ClH:1].Cl.[CH:3]([N:6]1[CH2:11][CH2:10][CH:9]([O:12][CH:13]2[CH2:18][CH2:17][NH:16][CH2:15][CH2:14]2)[CH2:8][CH2:7]1)([CH3:5])[CH3:4].Br[C:20]1[CH:25]=[CH:24][C:23]([C:26]([F:29])([F:28])[F:27])=[CH:22][N:21]=1, predict the reaction product. The product is: [ClH:1].[CH3:4][CH:3]([N:6]1[CH2:11][CH2:10][CH:9]([O:12][CH:13]2[CH2:18][CH2:17][N:16]([C:20]3[CH:25]=[CH:24][C:23]([C:26]([F:29])([F:28])[F:27])=[CH:22][N:21]=3)[CH2:15][CH2:14]2)[CH2:8][CH2:7]1)[CH3:5]. (4) Given the reactants I[C:2]1[CH:7]=[CH:6][C:5]([S:8]([NH:11][CH2:12][C:13]2[CH:27]=[CH:26][C:16]([C:17]([NH:19][C:20]3[CH:21]=[N:22][CH:23]=[CH:24][CH:25]=3)=[O:18])=[CH:15][CH:14]=2)(=[O:10])=[O:9])=[CH:4][CH:3]=1.[CH2:28](B1OC(C)(C)C(C)(C)O1)[C:29]1[CH:34]=[CH:33][CH:32]=[CH:31][CH:30]=1.C([O-])([O-])=O.[K+].[K+], predict the reaction product. The product is: [CH2:28]([C:2]1[CH:7]=[CH:6][C:5]([S:8]([NH:11][CH2:12][C:13]2[CH:27]=[CH:26][C:16]([C:17]([NH:19][C:20]3[CH:21]=[N:22][CH:23]=[CH:24][CH:25]=3)=[O:18])=[CH:15][CH:14]=2)(=[O:10])=[O:9])=[CH:4][CH:3]=1)[C:29]1[CH:34]=[CH:33][CH:32]=[CH:31][CH:30]=1. (5) Given the reactants [F:1][C:2]1[CH:3]=[C:4]([NH:12][S:13]([C:16]2[CH:21]=[CH:20][C:19](B(O)O)=[CH:18][C:17]=2[CH3:25])(=[O:15])=[O:14])[CH:5]=[CH:6][C:7]=1[C:8]([O:10][CH3:11])=[O:9].Br[C:27]1[CH:32]=[CH:31][CH:30]=[CH:29][N:28]=1.C(=O)([O-])[O-].[Na+].[Na+], predict the reaction product. The product is: [F:1][C:2]1[CH:3]=[C:4]([NH:12][S:13]([C:16]2[CH:21]=[CH:20][C:19]([C:27]3[CH:32]=[CH:31][CH:30]=[CH:29][N:28]=3)=[CH:18][C:17]=2[CH3:25])(=[O:15])=[O:14])[CH:5]=[CH:6][C:7]=1[C:8]([O:10][CH3:11])=[O:9].